From a dataset of Full USPTO retrosynthesis dataset with 1.9M reactions from patents (1976-2016). Predict the reactants needed to synthesize the given product. Given the product [CH3:19][O:18][C:15]1[CH:16]=[C:17]2[C:12](=[CH:13][C:14]=1[O:20][CH3:21])[N:11]=[N:10][CH:9]=[C:8]2[C:5]1[CH:4]=[C:3]([CH3:22])[C:2]([NH:33][CH:28]2[CH2:29][CH2:30][CH2:31][C:32]3[N:23]=[CH:24][CH:25]=[CH:26][C:27]2=3)=[N:7][CH:6]=1, predict the reactants needed to synthesize it. The reactants are: F[C:2]1[N:7]=[CH:6][C:5]([C:8]2[C:17]3[C:12](=[CH:13][C:14]([O:20][CH3:21])=[C:15]([O:18][CH3:19])[CH:16]=3)[N:11]=[N:10][CH:9]=2)=[CH:4][C:3]=1[CH3:22].[N:23]1[C:32]2[CH2:31][CH2:30][CH2:29][CH:28]([NH2:33])[C:27]=2[CH:26]=[CH:25][CH:24]=1.